Dataset: Reaction yield outcomes from USPTO patents with 853,638 reactions. Task: Predict the reaction yield, written as a fraction of the theoretical maximum amount of product (1.0 means a 100% yield; for example, 0.34 means a 34% yield). (1) The reactants are [C:1]1([S:7]([N:10]2[C:14]3=[N:15][CH:16]=[C:17]([N+:19]([O-])=O)[CH:18]=[C:13]3[CH:12]=[CH:11]2)(=[O:9])=[O:8])[CH:6]=[CH:5][CH:4]=[CH:3][CH:2]=1. The catalyst is O1CCCC1.[Pd]. The product is [C:1]1([S:7]([N:10]2[C:14]3=[N:15][CH:16]=[C:17]([NH2:19])[CH:18]=[C:13]3[CH:12]=[CH:11]2)(=[O:8])=[O:9])[CH:6]=[CH:5][CH:4]=[CH:3][CH:2]=1. The yield is 1.00. (2) The reactants are [C:1](=[O:12])([O:7][C:8]([CH3:11])([CH3:10])[CH3:9])OC(C)(C)C.[CH2:13]([O:15][CH:16]([CH2:21][C:22]1[CH:27]=[CH:26][C:25]([C:28]2[CH:33]=[CH:32][CH:31]=[C:30]([CH2:34][NH:35][CH3:36])[CH:29]=2)=[CH:24][CH:23]=1)[C:17]([O:19][CH3:20])=[O:18])[CH3:14].C(N(CC)CC)C. The catalyst is ClCCl. The product is [C:8]([O:7][C:1]([CH2:36][NH:35][CH2:34][C:30]1[CH:29]=[C:28]([C:25]2[CH:26]=[CH:27][C:22]([CH2:21][CH:16]([O:15][CH2:13][CH3:14])[C:17]([O:19][CH3:20])=[O:18])=[CH:23][CH:24]=2)[CH:33]=[CH:32][CH:31]=1)=[O:12])([CH3:9])([CH3:10])[CH3:11]. The yield is 0.850. (3) The product is [C:10]1([C:8]2[NH:9][CH:4]([OH:3])[O:6][N:7]=2)[CH:15]=[CH:14][CH:13]=[CH:12][CH:11]=1. The yield is 0.534. The catalyst is O.C(O)C. The reactants are C([O:3][C:4]([O:6][N:7]=[C:8]([C:10]1[CH:15]=[CH:14][CH:13]=[CH:12][CH:11]=1)[NH2:9])=O)C.[OH-].[Na+].Cl. (4) The reactants are P(Br)(Br)([Br:3])=O.O[CH2:7][C:8]1[CH:13]=[CH:12][C:11]([C:14]2[CH:15]=[C:16]3[C:21](=[C:22]([P:24](=[O:31])([O:28][CH2:29][CH3:30])[O:25][CH2:26][CH3:27])[CH:23]=2)[N:20]=[C:19]([CH3:32])[CH:18]=[CH:17]3)=[CH:10][CH:9]=1.O. The catalyst is C(Cl)Cl.CN(C=O)C. The product is [Br:3][CH2:7][C:8]1[CH:13]=[CH:12][C:11]([C:14]2[CH:15]=[C:16]3[C:21](=[C:22]([P:24](=[O:31])([O:28][CH2:29][CH3:30])[O:25][CH2:26][CH3:27])[CH:23]=2)[N:20]=[C:19]([CH3:32])[CH:18]=[CH:17]3)=[CH:10][CH:9]=1. The yield is 0.910. (5) The reactants are [C:1]1([S:7]([O:10][C:11]2[C:20]([Br:21])=[C:19]3[C:14]([CH:15]=[CH:16][C:17]([CH:22]=[O:23])=[N:18]3)=[CH:13][CH:12]=2)(=[O:9])=[O:8])[CH:6]=[CH:5][CH:4]=[CH:3][CH:2]=1.[CH2:24](Br)[CH:25]=[CH2:26]. The catalyst is C1COCC1.[NH4+].[Cl-]. The product is [C:1]1([S:7]([O:10][C:11]2[C:20]([Br:21])=[C:19]3[C:14]([CH:15]=[CH:16][C:17]([CH:22]([OH:23])[CH2:26][CH:25]=[CH2:24])=[N:18]3)=[CH:13][CH:12]=2)(=[O:9])=[O:8])[CH:2]=[CH:3][CH:4]=[CH:5][CH:6]=1. The yield is 0.960. (6) The reactants are [F:1][C:2]1([F:60])[CH2:7][CH2:6][CH:5]([C:8]2[C:17]3[CH:16]([O:18]CC4C=CC(OC)=CC=4)[CH2:15][C:14]([CH3:29])([CH3:28])[CH2:13][C:12]=3[N:11]=[C:10]([CH:30]3[CH2:35][CH2:34][N:33]([C:36]4[N:41]=[CH:40][C:39]([CH:42](O)[CH2:43][CH:44]([CH3:46])[CH3:45])=[CH:38][N:37]=4)[CH2:32][CH2:31]3)[C:9]=2[CH:48]([F:59])[C:49]2[CH:54]=[CH:53][C:52]([C:55]([F:58])([F:57])[F:56])=[CH:51][CH:50]=2)[CH2:4][CH2:3]1.Cl.C(=O)([O-])O.[Na+]. The yield is 0.730. The catalyst is O1CCOCC1. The product is [F:60][C:2]1([F:1])[CH2:3][CH2:4][CH:5]([C:8]2[C:17]3[CH:16]([OH:18])[CH2:15][C:14]([CH3:28])([CH3:29])[CH2:13][C:12]=3[N:11]=[C:10]([CH:30]3[CH2:31][CH2:32][N:33]([C:36]4[N:41]=[CH:40][C:39](/[CH:42]=[CH:43]/[CH:44]([CH3:45])[CH3:46])=[CH:38][N:37]=4)[CH2:34][CH2:35]3)[C:9]=2[CH:48]([F:59])[C:49]2[CH:50]=[CH:51][C:52]([C:55]([F:56])([F:58])[F:57])=[CH:53][CH:54]=2)[CH2:6][CH2:7]1. (7) The reactants are Cl.[F:2][C:3]1[CH:8]=[CH:7][C:6]([C:9]2([NH2:12])[CH2:11][CH2:10]2)=[CH:5][CH:4]=1.CN(C(ON1N=NC2C=CC=NC1=2)=[N+](C)C)C.F[P-](F)(F)(F)(F)F.CCN(C(C)C)C(C)C.[F:46][C:47]1[CH:52]=[CH:51][C:50]([C:53]2[O:54][C:55]3[CH:65]=[C:64]([N:66]([CH2:71][CH2:72][OH:73])[S:67]([CH3:70])(=[O:69])=[O:68])[C:63]([C:74]4[CH:75]=[C:76]([CH:80]=[CH:81][CH:82]=4)[C:77](O)=[O:78])=[CH:62][C:56]=3[C:57]=2[C:58](=[O:61])[NH:59][CH3:60])=[CH:49][CH:48]=1. The catalyst is CN(C=O)C.CCOC(C)=O. The product is [F:46][C:47]1[CH:52]=[CH:51][C:50]([C:53]2[O:54][C:55]3[CH:65]=[C:64]([N:66]([CH2:71][CH2:72][OH:73])[S:67]([CH3:70])(=[O:69])=[O:68])[C:63]([C:74]4[CH:82]=[CH:81][CH:80]=[C:76]([C:77](=[O:78])[NH:12][C:9]5([C:6]6[CH:5]=[CH:4][C:3]([F:2])=[CH:8][CH:7]=6)[CH2:10][CH2:11]5)[CH:75]=4)=[CH:62][C:56]=3[C:57]=2[C:58]([NH:59][CH3:60])=[O:61])=[CH:49][CH:48]=1. The yield is 0.470. (8) The reactants are Cl[C:2]1[N:11]=[C:10]([NH:12][CH2:13][CH:14]([C:20]2[CH:21]=[N:22][CH:23]=[CH:24][CH:25]=2)[C:15]2[NH:16][CH:17]=[CH:18][CH:19]=2)[C:9]2[C:4](=[CH:5][CH:6]=[CH:7][CH:8]=2)[N:3]=1.[CH3:26][C:27]1[C:32](B(O)O)=[CH:31][N:30]2[CH:36]=[CH:37][N:38]=[C:29]2[CH:28]=1.C(NC1C2C(=CC=CC=2)N=C(C2SC3C=CC=CC=3C=2)N=1)(C1C=CC=CC=1)C1C=CC=CC=1. The catalyst is C(Cl)(Cl)Cl.CO. The product is [CH3:26][C:27]1[C:32]([C:2]2[N:11]=[C:10]([NH:12][CH2:13][CH:14]([C:20]3[CH:21]=[N:22][CH:23]=[CH:24][CH:25]=3)[C:15]3[NH:16][CH:17]=[CH:18][CH:19]=3)[C:9]3[C:4](=[CH:5][CH:6]=[CH:7][CH:8]=3)[N:3]=2)=[CH:31][N:30]2[CH:36]=[CH:37][N:38]=[C:29]2[CH:28]=1. The yield is 0.310. (9) The reactants are Cl[C:2]1[C:7]([C:8]#[N:9])=[CH:6][N:5]=[CH:4][C:3]=1[F:10].C(=O)([O-])[O-].[K+].[K+].[C:17]([O:21][CH2:22][CH3:23])(=[O:20])[CH2:18][OH:19]. The catalyst is CN(C=O)C.C(OCC)(=O)C. The product is [CH2:22]([O:21][C:17]([C:18]1[O:19][C:2]2[C:3]([F:10])=[CH:4][N:5]=[CH:6][C:7]=2[C:8]=1[NH2:9])=[O:20])[CH3:23]. The yield is 0.630. (10) The reactants are O[CH:2]([C:16]1[CH:21]=[CH:20][CH:19]=[CH:18][C:17]=1[S:22]([C:25]1[CH:30]=[CH:29][CH:28]=[CH:27][CH:26]=1)(=[O:24])=[O:23])[C:3]1[C:11]2[C:10](=[O:12])[CH2:9][C:8]([CH3:14])([CH3:13])[CH2:7][C:6]=2[NH:5][C:4]=1[CH3:15].C([SiH](CC)CC)C.FC(F)(F)C(O)=O. The yield is 0.930. The catalyst is ClCCl.[Au]. The product is [CH3:15][C:4]1[NH:5][C:6]2[CH2:7][C:8]([CH3:14])([CH3:13])[CH2:9][C:10](=[O:12])[C:11]=2[C:3]=1[CH2:2][C:16]1[CH:21]=[CH:20][CH:19]=[CH:18][C:17]=1[S:22]([C:25]1[CH:30]=[CH:29][CH:28]=[CH:27][CH:26]=1)(=[O:24])=[O:23].